This data is from Forward reaction prediction with 1.9M reactions from USPTO patents (1976-2016). The task is: Predict the product of the given reaction. (1) Given the reactants [NH2:1][C:2]1[CH:7]=[C:6]([NH2:8])[CH:5]=[C:4]([C:9]([F:12])([F:11])[F:10])[C:3]=1[N:13]([C:19]1[CH:24]=[CH:23][C:22]([Cl:25])=[CH:21][C:20]=1[Cl:26])[C:14](=[O:18])OCC.[H-].[Na+].C(=O)(O)[O-].[Na+], predict the reaction product. The product is: [NH2:8][C:6]1[CH:5]=[C:4]([C:9]([F:10])([F:11])[F:12])[C:3]2[N:13]([C:19]3[CH:24]=[CH:23][C:22]([Cl:25])=[CH:21][C:20]=3[Cl:26])[C:14](=[O:18])[NH:1][C:2]=2[CH:7]=1. (2) Given the reactants C(O[C:6]([N:8]1[CH2:12][C@H:11]2[C@H:13]3[C@@H:17]([C@H:10]2[CH2:9]1)[CH2:16][N:15]([S:18]([C:21]1[CH:26]=[CH:25][C:24]([C:27]2[CH:32]=[CH:31][C:30]([F:33])=[CH:29][CH:28]=2)=[CH:23][CH:22]=1)(=[O:20])=[O:19])[CH2:14]3)=[O:7])(C)(C)C.Cl.CN1CCOCC1.[NH:42]1[C:46]2[CH:47]=[CH:48][C:49](C(O)=O)=[CH:50][C:45]=2[N:44]=[N:43]1.F[P-](F)(F)(F)(F)F.N1(OC(N(C)C)=[N+](C)C)C2N=CC=CC=2N=N1, predict the reaction product. The product is: [NH:42]1[C:46]2[CH:47]=[CH:48][C:49]([C:6]([N:8]3[CH2:9][C@H:10]4[C@H:17]5[C@@H:13]([C@H:11]4[CH2:12]3)[CH2:14][N:15]([S:18]([C:21]3[CH:22]=[CH:23][C:24]([C:27]4[CH:32]=[CH:31][C:30]([F:33])=[CH:29][CH:28]=4)=[CH:25][CH:26]=3)(=[O:19])=[O:20])[CH2:16]5)=[O:7])=[CH:50][C:45]=2[N:44]=[N:43]1. (3) Given the reactants [C:1]([C:3]1[CH:28]=[CH:27][C:6]([CH2:7][N:8]([CH:19]2[CH2:24][CH:23]3[CH:25]([OH:26])[CH:20]2[CH2:21][CH2:22]3)[S:9]([C:12]2[CH:17]=[CH:16][C:15]([Cl:18])=[CH:14][CH:13]=2)(=[O:11])=[O:10])=[CH:5][CH:4]=1)#[N:2].[NH2:29]O.C([O:34][CH2:35]C)(=O)C, predict the reaction product. The product is: [O:34]1[CH:35]=[N:29][C:1]([C:3]2[CH:4]=[CH:5][C:6]([CH2:7][N:8]([CH:19]3[CH2:24][CH:23]4[CH:25]([OH:26])[CH:20]3[CH2:21][CH2:22]4)[S:9]([C:12]3[CH:13]=[CH:14][C:15]([Cl:18])=[CH:16][CH:17]=3)(=[O:11])=[O:10])=[CH:27][CH:28]=2)=[N:2]1. (4) Given the reactants [CH3:1][C:2]1[S:3][C:4]([CH:8]=[CH:9][N+:10]([O-])=O)=[CH:5][C:6]=1[CH3:7].[H-].[Al+3].[Li+].[H-].[H-].[H-], predict the reaction product. The product is: [CH3:7][C:6]1[CH:5]=[C:4]([CH2:8][CH2:9][NH2:10])[S:3][C:2]=1[CH3:1]. (5) Given the reactants [NH2:1][C:2]([NH:4][C:5]1[NH:6][C:7]2[C:12]([C:13]=1[C:14]([NH2:16])=[O:15])=[CH:11][CH:10]=[C:9]([O:17][C:18]1[CH:23]=[CH:22][C:21]([NH2:24])=[CH:20][CH:19]=1)[CH:8]=2)=[O:3].[C:25](O)(=[O:27])[CH3:26].C(N(CC)C(C)C)(C)C.F[P-](F)(F)(F)(F)F.N1(OC(N(C)C)=[N+](C)C)C2N=CC=CC=2N=N1, predict the reaction product. The product is: [C:25]([NH:24][C:21]1[CH:22]=[CH:23][C:18]([O:17][C:9]2[CH:8]=[C:7]3[C:12]([C:13]([C:14]([NH2:16])=[O:15])=[C:5]([NH:4][C:2]([NH2:1])=[O:3])[NH:6]3)=[CH:11][CH:10]=2)=[CH:19][CH:20]=1)(=[O:27])[CH3:26]. (6) Given the reactants Cl[C:2]1(O)[C:11]2[C:6](=[CH:7][C:8]([C:12]3[C:17]([C:18]([F:21])([F:20])[F:19])=[CH:16][CH:15]=[CH:14][N:13]=3)=[CH:9][CH:10]=2)[N:5]=[CH:4][NH:3]1.[C:23]([C:27]1[CH:32]=[CH:31][C:30]([NH2:33])=[CH:29][C:28]=1[O:34][CH2:35][CH2:36][O:37][Si:38]([C:41]([CH3:44])([CH3:43])[CH3:42])([CH3:40])[CH3:39])([CH3:26])([CH3:25])[CH3:24], predict the reaction product. The product is: [C:23]([C:27]1[CH:32]=[CH:31][C:30]([NH:33][C:2]2[C:11]3[C:6](=[CH:7][C:8]([C:12]4[C:17]([C:18]([F:21])([F:20])[F:19])=[CH:16][CH:15]=[CH:14][N:13]=4)=[CH:9][CH:10]=3)[N:5]=[CH:4][N:3]=2)=[CH:29][C:28]=1[O:34][CH2:35][CH2:36][O:37][Si:38]([C:41]([CH3:44])([CH3:43])[CH3:42])([CH3:39])[CH3:40])([CH3:26])([CH3:24])[CH3:25]. (7) Given the reactants [C:1]([O:5][C@@H:6]([C:11]1[C:36]([CH3:37])=[CH:35][C:14]2[N:15]=[C:16]([N:18]3[CH:23]=[CH:22][CH:21]=[C:20]([C:24]4[CH:25]=[C:26]5[C:30](=[CH:31][CH:32]=4)[N:29]([CH3:33])[N:28]=[CH:27]5)[C:19]3=[O:34])[S:17][C:13]=2[C:12]=1[C:38]1[CH:43]=[CH:42][C:41]([Cl:44])=[CH:40][CH:39]=1)[C:7]([O:9]C)=[O:8])([CH3:4])([CH3:3])[CH3:2].[OH-].[Na+], predict the reaction product. The product is: [C:1]([O:5][C@@H:6]([C:11]1[C:36]([CH3:37])=[CH:35][C:14]2[N:15]=[C:16]([N:18]3[CH:23]=[CH:22][CH:21]=[C:20]([C:24]4[CH:25]=[C:26]5[C:30](=[CH:31][CH:32]=4)[N:29]([CH3:33])[N:28]=[CH:27]5)[C:19]3=[O:34])[S:17][C:13]=2[C:12]=1[C:38]1[CH:39]=[CH:40][C:41]([Cl:44])=[CH:42][CH:43]=1)[C:7]([OH:9])=[O:8])([CH3:4])([CH3:2])[CH3:3].